From a dataset of NCI-60 drug combinations with 297,098 pairs across 59 cell lines. Regression. Given two drug SMILES strings and cell line genomic features, predict the synergy score measuring deviation from expected non-interaction effect. (1) Drug 1: CN(C)N=NC1=C(NC=N1)C(=O)N. Drug 2: CCC(=C(C1=CC=CC=C1)C2=CC=C(C=C2)OCCN(C)C)C3=CC=CC=C3.C(C(=O)O)C(CC(=O)O)(C(=O)O)O. Cell line: OVCAR3. Synergy scores: CSS=-0.586, Synergy_ZIP=-1.31, Synergy_Bliss=0.744, Synergy_Loewe=-1.31, Synergy_HSA=-0.809. (2) Drug 1: CC1=C2C(C(=O)C3(C(CC4C(C3C(C(C2(C)C)(CC1OC(=O)C(C(C5=CC=CC=C5)NC(=O)OC(C)(C)C)O)O)OC(=O)C6=CC=CC=C6)(CO4)OC(=O)C)OC)C)OC. Drug 2: CN(C(=O)NC(C=O)C(C(C(CO)O)O)O)N=O. Cell line: SF-295. Synergy scores: CSS=48.9, Synergy_ZIP=1.16, Synergy_Bliss=-0.391, Synergy_Loewe=-2.16, Synergy_HSA=1.84. (3) Drug 1: C1CN(CCN1C(=O)CCBr)C(=O)CCBr. Drug 2: CCC1(C2=C(COC1=O)C(=O)N3CC4=CC5=C(C=CC(=C5CN(C)C)O)N=C4C3=C2)O.Cl. Cell line: HCT116. Synergy scores: CSS=41.8, Synergy_ZIP=-6.19, Synergy_Bliss=-7.18, Synergy_Loewe=-16.1, Synergy_HSA=-2.17. (4) Drug 1: CC1=C2C(C(=O)C3(C(CC4C(C3C(C(C2(C)C)(CC1OC(=O)C(C(C5=CC=CC=C5)NC(=O)OC(C)(C)C)O)O)OC(=O)C6=CC=CC=C6)(CO4)OC(=O)C)OC)C)OC. Drug 2: CC1CCCC2(C(O2)CC(NC(=O)CC(C(C(=O)C(C1O)C)(C)C)O)C(=CC3=CSC(=N3)C)C)C. Cell line: SF-295. Synergy scores: CSS=40.3, Synergy_ZIP=0.315, Synergy_Bliss=-0.804, Synergy_Loewe=-2.15, Synergy_HSA=1.41.